From a dataset of Full USPTO retrosynthesis dataset with 1.9M reactions from patents (1976-2016). Predict the reactants needed to synthesize the given product. (1) Given the product [CH2:3]([CH:8]([C:9]([O:11][CH:12]([CH3:13])[CH3:14])=[O:10])[C:7]([O:16][CH:17]([CH3:19])[CH3:18])=[O:15])[CH:2]=[CH2:1], predict the reactants needed to synthesize it. The reactants are: [CH3:1][C:2](C)([O-])[CH3:3].[Na+].[C:7]([O:16][CH:17]([CH3:19])[CH3:18])(=[O:15])[CH2:8][C:9]([O:11][CH:12]([CH3:14])[CH3:13])=[O:10].C(Br)C=C. (2) Given the product [CH2:1]([O:3][C:4]([C:6]1[CH:7]=[N:8][C:9]([NH:20][C:17]2[CH:18]=[N:19][C:14]([CH3:13])=[CH:15][CH:16]=2)=[N:10][CH:11]=1)=[O:5])[CH3:2], predict the reactants needed to synthesize it. The reactants are: [CH2:1]([O:3][C:4]([C:6]1[CH:7]=[N:8][C:9](Cl)=[N:10][CH:11]=1)=[O:5])[CH3:2].[CH3:13][C:14]1[N:19]=[CH:18][C:17]([NH2:20])=[CH:16][CH:15]=1. (3) Given the product [CH3:33][O:32][C:31](=[O:34])[NH:30][CH:27]1[CH2:26][CH2:25][N:24]([C:7]2[C:8]([C:18](=[O:20])[CH3:19])=[CH:9][C:10]([Cl:17])=[C:11]3[C:16]=2[N:15]=[CH:14][CH:13]=[CH:12]3)[CH2:29][CH2:28]1, predict the reactants needed to synthesize it. The reactants are: FC(F)(F)S(O[C:7]1[C:8]([C:18](=[O:20])[CH3:19])=[CH:9][C:10]([Cl:17])=[C:11]2[C:16]=1[N:15]=[CH:14][CH:13]=[CH:12]2)(=O)=O.Cl.[NH:24]1[CH2:29][CH2:28][CH:27]([NH:30][C:31](=[O:34])[O:32][CH3:33])[CH2:26][CH2:25]1.C(=O)([O-])[O-].[Cs+].[Cs+]. (4) Given the product [CH3:1][O:2][C:3](=[O:26])[CH2:4][C@H:5]1[C:9]2[CH:10]=[CH:11][C:12]([O:14][C@H:15]3[C:23]4[C:18](=[C:19]([O:25][C:34]5[CH:33]=[C:32]([CH3:37])[C:29]([C:30]#[N:31])=[C:28]([CH3:27])[CH:35]=5)[CH:20]=[CH:21][C:22]=4[F:24])[CH2:17][CH2:16]3)=[CH:13][C:8]=2[O:7][CH2:6]1, predict the reactants needed to synthesize it. The reactants are: [CH3:1][O:2][C:3](=[O:26])[CH2:4][C@H:5]1[C:9]2[CH:10]=[CH:11][C:12]([O:14][C@H:15]3[C:23]4[C:18](=[C:19]([OH:25])[CH:20]=[CH:21][C:22]=4[F:24])[CH2:17][CH2:16]3)=[CH:13][C:8]=2[O:7][CH2:6]1.[CH3:27][C:28]1[CH:35]=[C:34](F)[CH:33]=[C:32]([CH3:37])[C:29]=1[C:30]#[N:31]. (5) Given the product [O:20]=[C:18]([C:14]1[CH:15]=[CH:16][C:17]2[C:8]([C:5]3[CH:6]=[CH:7][C:2]([CH3:1])=[CH:3][CH:4]=3)=[CH:9][CH2:10][C:11]([CH3:22])([CH3:21])[C:12]=2[CH:13]=1)[CH:19]=[CH:30][C:29]1[CH:32]=[CH:33][C:26]([C:23]([OH:25])=[O:24])=[CH:27][CH:28]=1, predict the reactants needed to synthesize it. The reactants are: [CH3:1][C:2]1[CH:7]=[CH:6][C:5]([C:8]2[C:17]3[C:12](=[CH:13][C:14]([C:18](=[O:20])[CH3:19])=[CH:15][CH:16]=3)[C:11]([CH3:22])([CH3:21])[CH2:10][CH:9]=2)=[CH:4][CH:3]=1.[C:23]([C:26]1[CH:33]=[CH:32][C:29]([CH:30]=O)=[CH:28][CH:27]=1)([OH:25])=[O:24].[OH-].[Na+]. (6) Given the product [C:20]1([S:17]([CH2:16][C:7]2[CH:8]=[C:9]([F:11])[CH:10]=[C:5]([O:4][CH2:3][CH2:2][Cl:1])[C:6]=2[N+:12]([O-:14])=[O:13])(=[O:19])=[O:18])[CH:25]=[CH:24][CH:23]=[CH:22][CH:21]=1, predict the reactants needed to synthesize it. The reactants are: [Cl:1][CH2:2][CH2:3][O:4][C:5]1[CH:10]=[C:9]([F:11])[CH:8]=[CH:7][C:6]=1[N+:12]([O-:14])=[O:13].Cl[CH2:16][S:17]([C:20]1[CH:25]=[CH:24][CH:23]=[CH:22][CH:21]=1)(=[O:19])=[O:18].CC(C)([O-])C.[K+].Cl. (7) Given the product [O:27]=[C:26]([C:10]1[O:11][C:7]([C:2]2[CH:3]=[CH:4][CH:5]=[CH:6][N:1]=2)=[CH:8][N:9]=1)[CH2:25][CH2:24][CH2:23][CH2:22][CH2:21][CH2:20][C:15]1[CH:16]=[CH:17][CH:18]=[CH:19][C:14]=1[S:13][CH3:12], predict the reactants needed to synthesize it. The reactants are: [N:1]1[CH:6]=[CH:5][CH:4]=[CH:3][C:2]=1[C:7]1[O:11][CH:10]=[N:9][CH:8]=1.[CH3:12][S:13][C:14]1[CH:19]=[CH:18][CH:17]=[CH:16][C:15]=1[CH2:20][CH2:21][CH2:22][CH2:23][CH2:24][CH2:25][C:26](O)=[O:27]. (8) Given the product [CH3:1][O:2][C:3](=[O:18])[CH2:4][CH:5]1[CH2:14][C:13]2[C:8](=[CH:9][C:10]([O:15][CH3:16])=[CH:11][CH:12]=2)[NH:7][C:6]1=[O:17], predict the reactants needed to synthesize it. The reactants are: [CH3:1][O:2][C:3](=[O:18])[CH2:4][C:5]1[C:6](=[O:17])[NH:7][C:8]2[C:13]([CH:14]=1)=[CH:12][CH:11]=[C:10]([O:15][CH3:16])[CH:9]=2.[H][H].